Dataset: Merck oncology drug combination screen with 23,052 pairs across 39 cell lines. Task: Regression. Given two drug SMILES strings and cell line genomic features, predict the synergy score measuring deviation from expected non-interaction effect. (1) Drug 1: CC(=O)OC1C(=O)C2(C)C(O)CC3OCC3(OC(C)=O)C2C(OC(=O)c2ccccc2)C2(O)CC(OC(=O)C(O)C(NC(=O)c3ccccc3)c3ccccc3)C(C)=C1C2(C)C. Drug 2: Cn1c(=O)n(-c2ccc(C(C)(C)C#N)cc2)c2c3cc(-c4cnc5ccccc5c4)ccc3ncc21. Cell line: NCIH1650. Synergy scores: synergy=5.69. (2) Drug 1: O=S1(=O)NC2(CN1CC(F)(F)F)C1CCC2Cc2cc(C=CCN3CCC(C(F)(F)F)CC3)ccc2C1. Drug 2: CC(C)CC(NC(=O)C(Cc1ccccc1)NC(=O)c1cnccn1)B(O)O. Cell line: A427. Synergy scores: synergy=-5.64. (3) Drug 1: O=S1(=O)NC2(CN1CC(F)(F)F)C1CCC2Cc2cc(C=CCN3CCC(C(F)(F)F)CC3)ccc2C1. Drug 2: O=C(CCCCCCC(=O)Nc1ccccc1)NO. Cell line: SW837. Synergy scores: synergy=10.4. (4) Drug 1: COc1cc(C2c3cc4c(cc3C(OC3OC5COC(C)OC5C(O)C3O)C3COC(=O)C23)OCO4)cc(OC)c1O. Drug 2: O=C(NOCC(O)CO)c1ccc(F)c(F)c1Nc1ccc(I)cc1F. Cell line: SKOV3. Synergy scores: synergy=12.8.